Dataset: NCI-60 drug combinations with 297,098 pairs across 59 cell lines. Task: Regression. Given two drug SMILES strings and cell line genomic features, predict the synergy score measuring deviation from expected non-interaction effect. (1) Drug 1: C1CN(CCN1C(=O)CCBr)C(=O)CCBr. Cell line: NCIH23. Synergy scores: CSS=35.0, Synergy_ZIP=3.44, Synergy_Bliss=2.57, Synergy_Loewe=-20.1, Synergy_HSA=1.44. Drug 2: C(CN)CNCCSP(=O)(O)O. (2) Drug 1: CCCS(=O)(=O)NC1=C(C(=C(C=C1)F)C(=O)C2=CNC3=C2C=C(C=N3)C4=CC=C(C=C4)Cl)F. Drug 2: C1CC(=O)NC(=O)C1N2CC3=C(C2=O)C=CC=C3N. Cell line: BT-549. Synergy scores: CSS=9.27, Synergy_ZIP=0.667, Synergy_Bliss=8.01, Synergy_Loewe=5.56, Synergy_HSA=5.80. (3) Cell line: MOLT-4. Drug 1: CC1=C(C(CCC1)(C)C)C=CC(=CC=CC(=CC(=O)O)C)C. Drug 2: CNC(=O)C1=NC=CC(=C1)OC2=CC=C(C=C2)NC(=O)NC3=CC(=C(C=C3)Cl)C(F)(F)F. Synergy scores: CSS=7.32, Synergy_ZIP=13.4, Synergy_Bliss=15.8, Synergy_Loewe=13.1, Synergy_HSA=7.36.